This data is from Full USPTO retrosynthesis dataset with 1.9M reactions from patents (1976-2016). The task is: Predict the reactants needed to synthesize the given product. (1) Given the product [N:15]1([CH2:14][C@H:13]([C:52]2[CH:53]=[N:54][CH:49]=[CH:50][CH:51]=2)[O:12][C:11]2[CH:10]=[CH:9][C:8]3[C:7](=[O:26])[CH2:6][CH2:5][CH2:4][C:3]=3[C:2]=2[NH:1][C:37]([C:27]2[C:36]3[C:31](=[CH:32][CH:33]=[CH:34][CH:35]=3)[CH:30]=[CH:29][N:28]=2)=[O:39])[CH:19]=[CH:18][N:17]=[CH:16]1, predict the reactants needed to synthesize it. The reactants are: [NH2:1][C:2]1[C:11]([O:12][C@@H:13](C2C=CC=CC=2)[CH2:14][N:15]2[CH:19]=[CH:18][N:17]=[CH:16]2)=[CH:10][CH:9]=[C:8]2[C:3]=1[CH2:4][CH2:5][CH2:6][C:7]2=[O:26].[C:27]1([C:37]([OH:39])=O)[C:36]2[C:31](=[CH:32][CH:33]=[CH:34][CH:35]=2)[CH:30]=[CH:29][N:28]=1.CN(C(ON1N=N[C:50]2[CH:51]=[CH:52][CH:53]=[N:54][C:49]1=2)=[N+](C)C)C.F[P-](F)(F)(F)(F)F.CCN(CC)CC. (2) Given the product [N+:8]([C:7]1[C:2]([O:16][C@H:13]2[CH2:14][CH2:15][O:11][CH2:12]2)=[N:3][CH:4]=[CH:5][CH:6]=1)([O-:10])=[O:9], predict the reactants needed to synthesize it. The reactants are: Cl[C:2]1[C:7]([N+:8]([O-:10])=[O:9])=[CH:6][CH:5]=[CH:4][N:3]=1.[O:11]1[CH2:15][CH2:14][C@H:13]([OH:16])[CH2:12]1. (3) Given the product [C:23]([O:27][C:28]([N:30]1[CH2:35][CH2:34][CH:33]([C:36]2[CH:41]=[CH:40][C:39]([NH:42][C:2]3[N:22]=[C:5]4[C:6]([C:10]5[C:11]([O:20][CH3:21])=[N:12][CH:13]=[C:14]([C:16]([F:19])([F:18])[F:17])[CH:15]=5)=[CH:7][CH:8]=[CH:9][N:4]4[N:3]=3)=[CH:38][CH:37]=2)[CH2:32][CH2:31]1)=[O:29])([CH3:26])([CH3:24])[CH3:25], predict the reactants needed to synthesize it. The reactants are: Cl[C:2]1[N:22]=[C:5]2[C:6]([C:10]3[C:11]([O:20][CH3:21])=[N:12][CH:13]=[C:14]([C:16]([F:19])([F:18])[F:17])[CH:15]=3)=[CH:7][CH:8]=[CH:9][N:4]2[N:3]=1.[C:23]([O:27][C:28]([N:30]1[CH2:35][CH2:34][CH:33]([C:36]2[CH:41]=[CH:40][C:39]([NH2:42])=[CH:38][CH:37]=2)[CH2:32][CH2:31]1)=[O:29])([CH3:26])([CH3:25])[CH3:24].C1(P(C2CCCCC2)C2C=CC=CC=2C2C=CC=CC=2P(C2CCCCC2)C2CCCCC2)CCCCC1. (4) Given the product [CH2:7]([C:4]1[NH:5][CH:6]=[C:2]([C:13]2[CH:14]=[CH:15][C:10]([F:9])=[C:11]([CH3:19])[CH:12]=2)[N:3]=1)[CH3:8], predict the reactants needed to synthesize it. The reactants are: Br[C:2]1[N:3]=[C:4]([CH2:7][CH3:8])[NH:5][CH:6]=1.[F:9][C:10]1[CH:15]=[CH:14][C:13](B(O)O)=[CH:12][C:11]=1[CH3:19].C([O-])([O-])=O.[Na+].[Na+].